From a dataset of Full USPTO retrosynthesis dataset with 1.9M reactions from patents (1976-2016). Predict the reactants needed to synthesize the given product. (1) Given the product [F:1][C:2]1[CH:3]=[CH:4][C:5]([C:14]([F:17])([F:15])[F:16])=[C:6]([C:8]2[CH:9]=[CH:10][N+:11]([O-:26])=[CH:12][CH:13]=2)[CH:7]=1, predict the reactants needed to synthesize it. The reactants are: [F:1][C:2]1[CH:3]=[CH:4][C:5]([C:14]([F:17])([F:16])[F:15])=[C:6]([C:8]2[CH:13]=[CH:12][N:11]=[CH:10][CH:9]=2)[CH:7]=1.ClC1C=CC=C(C(OO)=[O:26])C=1.S([O-])([O-])=O.[Na+].[Na+]. (2) The reactants are: [NH:1]1[CH:5]=[CH:4][C:3]([NH:6][C:7]2[C:16]3[C:11](=[CH:12][C:13]([O:17][CH3:18])=[CH:14][CH:15]=3)[N:10]=[C:9]([C:19]([O:21]CC)=O)[N:8]=2)=[N:2]1.[F:24][C:25]1[CH:30]=[CH:29][C:28]([Mg]Br)=[CH:27][CH:26]=1.C1COCC1. Given the product [NH:1]1[CH:5]=[CH:4][C:3]([NH:6][C:7]2[C:16]3[C:11](=[CH:12][C:13]([O:17][CH3:18])=[CH:14][CH:15]=3)[N:10]=[C:9]([C:19]([C:28]3[CH:29]=[CH:30][C:25]([F:24])=[CH:26][CH:27]=3)=[O:21])[N:8]=2)=[N:2]1, predict the reactants needed to synthesize it.